This data is from Full USPTO retrosynthesis dataset with 1.9M reactions from patents (1976-2016). The task is: Predict the reactants needed to synthesize the given product. (1) The reactants are: [Cl:1][C:2]1[CH:10]=[C:9]([C:11]([F:14])([F:13])[F:12])[CH:8]=[CH:7][C:3]=1[C:4]([OH:6])=O.C([O:17][C:18](=[O:39])[CH2:19][CH2:20][C:21]1[CH:26]=[CH:25][C:24]([O:27][C:28]2[CH:33]=[CH:32][CH:31]=[C:30]([CH:34]([NH2:36])[CH3:35])[CH:29]=2)=[CH:23][C:22]=1[CH2:37][CH3:38])C. Given the product [Cl:1][C:2]1[CH:10]=[C:9]([C:11]([F:14])([F:13])[F:12])[CH:8]=[CH:7][C:3]=1[C:4]([NH:36][CH:34]([C:30]1[CH:29]=[C:28]([CH:33]=[CH:32][CH:31]=1)[O:27][C:24]1[CH:25]=[CH:26][C:21]([CH2:20][CH2:19][C:18]([OH:39])=[O:17])=[C:22]([CH2:37][CH3:38])[CH:23]=1)[CH3:35])=[O:6], predict the reactants needed to synthesize it. (2) Given the product [CH:1]1([N:5]2[CH2:6][CH2:7][N:8]([C:11]([CH:13]3[CH2:14][CH2:15][CH:16]([NH:19][C:20]4[CH:21]=[N:22][C:23]([O:26][CH:27]([CH3:29])[CH3:28])=[CH:24][CH:25]=4)[CH2:17][CH2:18]3)=[O:12])[CH2:9][CH2:10]2)[CH2:2][CH2:3][CH2:4]1, predict the reactants needed to synthesize it. The reactants are: [CH:1]1([N:5]2[CH2:10][CH2:9][N:8]([C:11]([CH:13]3[CH2:18][CH2:17][CH:16]([NH:19][C:20]4[CH:21]=[N:22][C:23]([OH:26])=[CH:24][CH:25]=4)[CH2:15][CH2:14]3)=[O:12])[CH2:7][CH2:6]2)[CH2:4][CH2:3][CH2:2]1.[CH:27](O)([CH3:29])[CH3:28]. (3) Given the product [C:1]([C:3]1([NH:6][C:7]([C@@H:9]2[CH2:13][C@@H:12]([S:14]([C:15]3[CH:20]=[CH:19][C:18]([C:21]4[CH:22]=[N:23][N:24]([CH3:26])[CH:25]=4)=[CH:17][C:16]=3[C:27]([F:30])([F:29])[F:28])(=[O:41])=[O:40])[CH2:11][N:10]2[C:31]([C:33]2([C:36]([F:39])([F:38])[F:37])[CH2:34][CH2:35]2)=[O:32])=[O:8])[CH2:4][CH2:5]1)#[N:2], predict the reactants needed to synthesize it. The reactants are: [C:1]([C:3]1([NH:6][C:7]([C@@H:9]2[CH2:13][C@@H:12]([S:14][C:15]3[CH:20]=[CH:19][C:18]([C:21]4[CH:22]=[N:23][N:24]([CH3:26])[CH:25]=4)=[CH:17][C:16]=3[C:27]([F:30])([F:29])[F:28])[CH2:11][N:10]2[C:31]([C:33]2([C:36]([F:39])([F:38])[F:37])[CH2:35][CH2:34]2)=[O:32])=[O:8])[CH2:5][CH2:4]1)#[N:2].[OH2:40].[OH2:41].O.O.O.O.C(O[O-])(=O)C1C(=CC=CC=1)C([O-])=O.[Mg+2].S(S([O-])=O)([O-])(=O)=O.[Na+].[Na+].[OH-].[Na+]. (4) Given the product [Cl:1][C:2]1[CH:3]=[CH:4][C:5]([NH:8][C:9](=[O:31])[C:10]2[CH:15]=[CH:14][CH:13]=[CH:12][C:11]=2[O:16][CH2:17][CH:18]2[CH2:19][CH2:20][NH:21][CH2:22][CH2:23]2)=[N:6][CH:7]=1, predict the reactants needed to synthesize it. The reactants are: [Cl:1][C:2]1[CH:3]=[CH:4][C:5]([NH:8][C:9](=[O:31])[C:10]2[CH:15]=[CH:14][CH:13]=[CH:12][C:11]=2[O:16][CH2:17][CH:18]2[CH2:23][CH2:22][N:21](C(OC(C)(C)C)=O)[CH2:20][CH2:19]2)=[N:6][CH:7]=1.FC(F)(F)C([O-])=O. (5) Given the product [Cl:1][C:2]1[CH:3]=[C:4]2[CH:10]=[C:9]([C:11]([O:13][CH3:14])=[O:12])[N:8]([CH3:15])[C:5]2=[N:6][CH:7]=1, predict the reactants needed to synthesize it. The reactants are: [Cl:1][C:2]1[CH:3]=[C:4]2[CH:10]=[C:9]([C:11]([O:13][CH3:14])=[O:12])[NH:8][C:5]2=[N:6][CH:7]=1.[C:15](=O)([O-])[O-].[K+].[K+].IC. (6) Given the product [CH3:1][O:2][C:3]1[CH:4]=[C:5]2[C:10](=[CH:11][C:12]=1[O:13][CH2:14][CH2:15][NH:16][C:37]([NH:36][C:29]([O:31][C:32]([CH3:35])([CH3:34])[CH3:33])=[O:30])=[N:46][C:47]([O:49][C:50]([CH3:53])([CH3:52])[CH3:51])=[O:48])[N:9]=[CH:8][CH:7]=[C:6]2[O:17][C:18]1[C:19]([CH3:28])=[N:20][C:21]2[C:26]([CH:27]=1)=[CH:25][CH:24]=[CH:23][CH:22]=2, predict the reactants needed to synthesize it. The reactants are: [CH3:1][O:2][C:3]1[CH:4]=[C:5]2[C:10](=[CH:11][C:12]=1[O:13][CH2:14][CH2:15][NH2:16])[N:9]=[CH:8][CH:7]=[C:6]2[O:17][C:18]1[C:19]([CH3:28])=[N:20][C:21]2[C:26]([CH:27]=1)=[CH:25][CH:24]=[CH:23][CH:22]=2.[C:29]([NH:36][C:37]([NH:46][C:47]([O:49][C:50]([CH3:53])([CH3:52])[CH3:51])=[O:48])=NS(C(F)(F)F)(=O)=O)([O:31][C:32]([CH3:35])([CH3:34])[CH3:33])=[O:30].